From a dataset of Full USPTO retrosynthesis dataset with 1.9M reactions from patents (1976-2016). Predict the reactants needed to synthesize the given product. (1) Given the product [N:1]1[C:10]2[CH:9]([N:11]([CH2:35][C:33]3[N:34]=[C:29]4[CH:28]=[CH:27][C:26]([C:25]([F:38])([F:24])[F:37])=[CH:31][N:30]4[CH:32]=3)[CH2:12][CH2:13][CH2:14][CH2:15][NH2:16])[CH2:8][CH2:7][CH2:6][C:5]=2[CH:4]=[CH:3][CH:2]=1, predict the reactants needed to synthesize it. The reactants are: [N:1]1[C:10]2[CH:9]([NH:11][CH2:12][CH2:13][CH2:14][CH2:15][NH:16]C(=O)OC(C)(C)C)[CH2:8][CH2:7][CH2:6][C:5]=2[CH:4]=[CH:3][CH:2]=1.[F:24][C:25]([F:38])([F:37])[C:26]1[CH:27]=[CH:28][C:29]2[N:30]([CH:32]=[C:33]([CH:35]=O)[N:34]=2)[CH:31]=1. (2) Given the product [F:1][C:2]1[CH:3]=[C:4]([C:34]2[C:35](=[O:48])[N:36]([CH3:47])[C:37]([NH:40][C:41]3[CH:46]=[CH:45][CH:44]=[CH:43][CH:42]=3)=[N:38][CH:39]=2)[CH:5]=[CH:6][C:7]=1[O:8][C:9]1[CH:14]=[CH:13][N:12]=[C:11]2[NH:15][N:16]=[C:17]([C:18]3[CH:19]=[CH:20][C:21]([F:24])=[CH:22][CH:23]=3)[C:10]=12, predict the reactants needed to synthesize it. The reactants are: [F:1][C:2]1[CH:3]=[C:4]([C:34]2[C:35](=[O:48])[N:36]([CH3:47])[C:37]([NH:40][C:41]3[CH:46]=[CH:45][CH:44]=[CH:43][CH:42]=3)=[N:38][CH:39]=2)[CH:5]=[CH:6][C:7]=1[O:8][C:9]1[CH:14]=[CH:13][N:12]=[C:11]2[N:15](CC3C=CC(OC)=CC=3)[N:16]=[C:17]([C:18]3[CH:23]=[CH:22][C:21]([F:24])=[CH:20][CH:19]=3)[C:10]=12. (3) Given the product [CH3:1][C:2]1[CH:7]=[CH:6][C:5]([CH:8]([C:10]2[CH:15]=[CH:14][C:13]([CH3:16])=[CH:12][CH:11]=2)[C:21]2[CH:20]=[CH:19][C:18](=[O:23])[NH:17][CH:22]=2)=[CH:4][CH:3]=1, predict the reactants needed to synthesize it. The reactants are: [CH3:1][C:2]1[CH:7]=[CH:6][C:5]([CH:8]([C:10]2[CH:15]=[CH:14][C:13]([CH3:16])=[CH:12][CH:11]=2)O)=[CH:4][CH:3]=1.[NH:17]1[CH:22]=[CH:21][CH:20]=[CH:19][C:18]1=[O:23].OS(O)(=O)=O.O.